From a dataset of Peptide-MHC class II binding affinity with 134,281 pairs from IEDB. Regression. Given a peptide amino acid sequence and an MHC pseudo amino acid sequence, predict their binding affinity value. This is MHC class II binding data. (1) The peptide sequence is TATYGGKWLDAKSTW. The MHC is HLA-DPA10103-DPB10401 with pseudo-sequence HLA-DPA10103-DPB10401. The binding affinity (normalized) is 0.178. (2) The peptide sequence is RSFTLDSSETGVG. The MHC is DRB1_0401 with pseudo-sequence DRB1_0401. The binding affinity (normalized) is 0.493. (3) The peptide sequence is FTVNQTSRLLMRRMR. The MHC is DRB1_0801 with pseudo-sequence DRB1_0801. The binding affinity (normalized) is 0.686. (4) The peptide sequence is AFIFDGDNLFPKV. The MHC is DRB3_0101 with pseudo-sequence DRB3_0101. The binding affinity (normalized) is 0.914.